Task: Predict the reaction yield, written as a fraction of the theoretical maximum amount of product (1.0 means a 100% yield; for example, 0.34 means a 34% yield).. Dataset: Reaction yield outcomes from USPTO patents with 853,638 reactions (1) The reactants are [C:1]([C:5]1[CH:28]=[C:27]([Cl:29])[CH:26]=[CH:25][C:6]=1[O:7][CH2:8][CH2:9][N:10]([CH3:24])[C:11](=[O:23])[NH:12][C:13]1[CH:22]=[CH:21][CH:20]=[CH:19][C:14]=1[C:15]([O:17]C)=[O:16])([CH3:4])([CH3:3])[CH3:2].O[Li].O.Cl. The catalyst is C1COCC1.CO.O. The product is [C:1]([C:5]1[CH:28]=[C:27]([Cl:29])[CH:26]=[CH:25][C:6]=1[O:7][CH2:8][CH2:9][N:10]([CH3:24])[C:11](=[O:23])[NH:12][C:13]1[CH:22]=[CH:21][CH:20]=[CH:19][C:14]=1[C:15]([OH:17])=[O:16])([CH3:4])([CH3:2])[CH3:3]. The yield is 0.840. (2) The product is [CH2:7]([O:14][C:15]1[C:16]([C:24]([F:25])([F:26])[F:27])=[CH:17][C:18]([N+:21]([O-:23])=[O:22])=[C:19]([CH2:35][C:36]#[N:37])[CH:20]=1)[C:8]1[CH:9]=[CH:10][CH:11]=[CH:12][CH:13]=1. The catalyst is CN(C=O)C. The reactants are CC(C)([O-])C.[K+].[CH2:7]([O:14][C:15]1[CH:20]=[CH:19][C:18]([N+:21]([O-:23])=[O:22])=[CH:17][C:16]=1[C:24]([F:27])([F:26])[F:25])[C:8]1[CH:13]=[CH:12][CH:11]=[CH:10][CH:9]=1.ClC1C=CC([CH2:35][C:36]#[N:37])=CC=1.Cl. The yield is 0.770. (3) The reactants are [H-].[Na+].[CH3:3][NH:4][C:5]1[N:9]([CH3:10])[C:8]([C:11]2[CH:16]=[CH:15][N:14]=[CH:13][CH:12]=2)=[N:7][N:6]=1.Cl[CH2:18][C:19]1[N:23]=[C:22]([C:24]2[CH:29]=[CH:28][CH:27]=[C:26]([Cl:30])[CH:25]=2)[O:21][N:20]=1. The catalyst is CN(C=O)C. The product is [Cl:30][C:26]1[CH:25]=[C:24]([C:22]2[O:21][N:20]=[C:19]([CH2:18][N:4]([CH3:3])[C:5]3[N:9]([CH3:10])[C:8]([C:11]4[CH:16]=[CH:15][N:14]=[CH:13][CH:12]=4)=[N:7][N:6]=3)[N:23]=2)[CH:29]=[CH:28][CH:27]=1. The yield is 0.540. (4) The reactants are [CH2:1]([C:4]1[C:13]([N:14]([CH:17]2[CH2:22][CH2:21][C:20]([F:24])([F:23])[CH2:19][CH2:18]2)[CH2:15][CH3:16])=[CH:12][CH:11]=[CH:10][C:5]=1[C:6]([O:8]C)=[O:7])[CH:2]=[CH2:3].[OH-].[Na+].Cl. The catalyst is CO. The product is [CH2:1]([C:4]1[C:13]([N:14]([CH:17]2[CH2:22][CH2:21][C:20]([F:23])([F:24])[CH2:19][CH2:18]2)[CH2:15][CH3:16])=[CH:12][CH:11]=[CH:10][C:5]=1[C:6]([OH:8])=[O:7])[CH:2]=[CH2:3]. The yield is 0.970. (5) The reactants are [CH3:1][N:2]([CH3:11])[C:3]1[CH:10]=[CH:9][C:6]([CH:7]=[O:8])=[CH:5][CH:4]=1.[Br-:12].[Br-].[Br-].[NH+]1C=CC=CC=1.[NH+]1C=CC=CC=1.[NH+]1C=CC=CC=1. The catalyst is ClCCl. The product is [Br:12][C:4]1[CH:5]=[C:6]([CH:9]=[CH:10][C:3]=1[N:2]([CH3:11])[CH3:1])[CH:7]=[O:8]. The yield is 0.920.